Dataset: Forward reaction prediction with 1.9M reactions from USPTO patents (1976-2016). Task: Predict the product of the given reaction. The product is: [CH3:1][S:2]([C:5]1[CH:6]=[CH:7][C:8]([O:9][CH2:10][C:11]2[CH:16]=[CH:15][C:14]([CH:17]3[CH2:22][CH2:21][NH:20][CH2:19][CH2:18]3)=[CH:13][N:12]=2)=[CH:30][CH:31]=1)(=[O:3])=[O:4]. Given the reactants [CH3:1][S:2]([C:5]1[CH:31]=[CH:30][C:8]([O:9][CH2:10][C:11]2[CH:16]=[CH:15][C:14]([CH:17]3[CH2:22][CH2:21][N:20](C(OC(C)(C)C)=O)[CH2:19][CH2:18]3)=[CH:13][N:12]=2)=[CH:7][CH:6]=1)(=[O:4])=[O:3].FC(F)(F)C(O)=O, predict the reaction product.